Dataset: Reaction yield outcomes from USPTO patents with 853,638 reactions. Task: Predict the reaction yield, written as a fraction of the theoretical maximum amount of product (1.0 means a 100% yield; for example, 0.34 means a 34% yield). The reactants are [O:1]1[CH2:6][CH2:5][CH2:4][CH2:3][CH:2]1[N:7]1[CH:15]=[C:14]2[C:9]([CH:10]=[CH:11][CH:12]=[C:13]2[NH2:16])=[N:8]1.F[C:18]1[C:23]([C:24]2[N:32]=[CH:31][N:30]=[C:29]3[C:25]=2[N:26]=[CH:27][N:28]3[CH:33]2[CH2:38][CH2:37][CH2:36][CH2:35][O:34]2)=[CH:22][CH:21]=[CH:20][N:19]=1.[Li+].C[Si]([N-][Si](C)(C)C)(C)C. The catalyst is C1COCC1. The product is [O:1]1[CH2:6][CH2:5][CH2:4][CH2:3][CH:2]1[N:7]1[CH:15]=[C:14]2[C:9]([CH:10]=[CH:11][CH:12]=[C:13]2[NH:16][C:18]2[C:23]([C:24]3[N:32]=[CH:31][N:30]=[C:29]4[C:25]=3[N:26]=[CH:27][N:28]4[CH:33]3[CH2:38][CH2:37][CH2:36][CH2:35][O:34]3)=[CH:22][CH:21]=[CH:20][N:19]=2)=[N:8]1. The yield is 0.428.